Dataset: Full USPTO retrosynthesis dataset with 1.9M reactions from patents (1976-2016). Task: Predict the reactants needed to synthesize the given product. (1) The reactants are: [NH2:1][C:2]1[CH:3]=[N:4][S:5][C:6]=1[N:7]1[CH2:12][C@H:11]([C:13]([F:16])([F:15])[F:14])[CH2:10][C@H:9]([NH:17][C:18](=[O:24])[O:19][C:20]([CH3:23])([CH3:22])[CH3:21])[CH2:8]1.[C:25]([O:29][C:30]([NH:32][C:33]1[O:41][C:40]2[C:35](=[N:36][CH:37]=[C:38]([CH:42]3[CH2:47][CH2:46][O:45][CH2:44][CH2:43]3)[CH:39]=2)[C:34]=1[C:48](O)=[O:49])=[O:31])([CH3:28])([CH3:27])[CH3:26].CN(C(ON1N=NC2C=CC=NC1=2)=[N+](C)C)C.F[P-](F)(F)(F)(F)F.CCN(C(C)C)C(C)C. Given the product [C:25]([O:29][C:30]([NH:32][C:33]1[O:41][C:40]2[C:35](=[N:36][CH:37]=[C:38]([CH:42]3[CH2:43][CH2:44][O:45][CH2:46][CH2:47]3)[CH:39]=2)[C:34]=1[C:48]([NH:1][C:2]1[CH:3]=[N:4][S:5][C:6]=1[N:7]1[CH2:12][C@H:11]([C:13]([F:15])([F:14])[F:16])[CH2:10][C@H:9]([NH:17][C:18](=[O:24])[O:19][C:20]([CH3:21])([CH3:23])[CH3:22])[CH2:8]1)=[O:49])=[O:31])([CH3:28])([CH3:26])[CH3:27], predict the reactants needed to synthesize it. (2) Given the product [Cl:1][C:2]1[CH:24]=[C:23]([C:25]([NH:27][CH2:28][C:29]2[CH:34]=[C:33]([OH:35])[CH:32]=[C:31]([OH:36])[CH:30]=2)=[O:26])[CH:22]=[CH:21][C:3]=1[C:4]([NH:6][C@H:7]([C:17]([OH:19])=[O:18])[CH2:8][NH:9][C:10]([C:12]1[S:13][CH:14]=[CH:15][CH:16]=1)=[O:11])=[O:5], predict the reactants needed to synthesize it. The reactants are: [Cl:1][C:2]1[CH:24]=[C:23]([C:25]([NH:27][CH2:28][C:29]2[CH:34]=[C:33]([OH:35])[CH:32]=[C:31]([OH:36])[CH:30]=2)=[O:26])[CH:22]=[CH:21][C:3]=1[C:4]([NH:6][C@H:7]([C:17]([O:19]C)=[O:18])[CH2:8][NH:9][C:10]([C:12]1[S:13][CH:14]=[CH:15][CH:16]=1)=[O:11])=[O:5].O.[OH-].[Li+].O. (3) Given the product [Cl:23][C:24]1[CH:32]=[CH:31][C:27]([C:28]([NH:1][C:2]2[CH:7]=[CH:6][C:5]([N:8]([CH2:16][CH2:17][N:18]3[CH:22]=[CH:21][CH:20]=[N:19]3)[C:9](=[O:15])[O:10][C:11]([CH3:14])([CH3:12])[CH3:13])=[CH:4][CH:3]=2)=[O:29])=[C:26]([N:33]([CH3:35])[CH3:34])[CH:25]=1, predict the reactants needed to synthesize it. The reactants are: [NH2:1][C:2]1[CH:7]=[CH:6][C:5]([N:8]([CH2:16][CH2:17][N:18]2[CH:22]=[CH:21][CH:20]=[N:19]2)[C:9](=[O:15])[O:10][C:11]([CH3:14])([CH3:13])[CH3:12])=[CH:4][CH:3]=1.[Cl:23][C:24]1[CH:32]=[CH:31][C:27]([C:28](O)=[O:29])=[C:26]([N:33]([CH3:35])[CH3:34])[CH:25]=1.O.ON1C2C=CC=CC=2N=N1.Cl.CN(C)CCCN=C=NCC. (4) The reactants are: [Cl:1][C:2]1[CH:33]=[CH:32][CH:31]=[CH:30][C:3]=1[CH2:4][N:5]([CH3:29])[C:6]([C:8]1[N:9]=[N:10][N:11]([CH2:14][C:15]2[CH:20]=[C:19]([C:21]([F:24])([F:23])[F:22])[CH:18]=[C:17]([C:25]([F:28])([F:27])[F:26])[CH:16]=2)[C:12]=1Cl)=[O:7].[C:34]1([OH:40])[CH:39]=[CH:38][CH:37]=[CH:36][CH:35]=1.C([O-])([O-])=O.[Cs+].[Cs+]. Given the product [Cl:1][C:2]1[CH:33]=[CH:32][CH:31]=[CH:30][C:3]=1[CH2:4][N:5]([CH3:29])[C:6]([C:8]1[N:9]=[N:10][N:11]([CH2:14][C:15]2[CH:20]=[C:19]([C:21]([F:24])([F:22])[F:23])[CH:18]=[C:17]([C:25]([F:27])([F:28])[F:26])[CH:16]=2)[C:12]=1[O:40][C:34]1[CH:39]=[CH:38][CH:37]=[CH:36][CH:35]=1)=[O:7], predict the reactants needed to synthesize it. (5) The reactants are: [NH2:1][C:2]1[N:7]=[C:6]([C:8]2[O:9][CH:10]=[CH:11][CH:12]=2)[C:5]([C:13]#[N:14])=[C:4](S(C)=O)[N:3]=1.[CH3:18][C:19]1[CH:20]=[C:21]([CH:24]=[CH:25][C:26]=1[CH3:27])[CH2:22][NH2:23]. Given the product [NH2:1][C:2]1[N:3]=[C:4]([NH:23][CH2:22][C:21]2[CH:24]=[CH:25][C:26]([CH3:27])=[C:19]([CH3:18])[CH:20]=2)[C:5]([C:13]#[N:14])=[C:6]([C:8]2[O:9][CH:10]=[CH:11][CH:12]=2)[N:7]=1, predict the reactants needed to synthesize it. (6) Given the product [C:2]([C:4]1([NH:8][C:19](=[O:20])[C:18]2[CH:22]=[CH:23][CH:24]=[CH:25][C:17]=2[C:16]([F:15])([F:26])[F:27])[CH2:7][CH2:6][CH2:5]1)#[N:3], predict the reactants needed to synthesize it. The reactants are: [Cl-].[C:2]([C:4]1([NH2:8])[CH2:7][CH2:6][CH2:5]1)#[N:3].C(=O)([O-])[O-].[Na+].[Na+].[F:15][C:16]([F:27])([F:26])[C:17]1[CH:25]=[CH:24][CH:23]=[CH:22][C:18]=1[C:19](Cl)=[O:20].Cl.